From a dataset of Forward reaction prediction with 1.9M reactions from USPTO patents (1976-2016). Predict the product of the given reaction. (1) Given the reactants [Br:1][C:2]1[CH:3]=[C:4]([C@:11]([NH:15][C:16](=[O:19])[CH2:17]Cl)(C)[CH2:12][OH:13])[CH:5]=[C:6]([N+:8]([O-:10])=[O:9])[CH:7]=1.[CH3:20]C([O-])(C)C.[K+].O, predict the reaction product. The product is: [Br:1][C:2]1[CH:3]=[C:4]([CH:11]2[NH:15][C:16](=[O:19])[CH2:17][O:13][C@@H:12]2[CH3:20])[CH:5]=[C:6]([N+:8]([O-:10])=[O:9])[CH:7]=1. (2) Given the reactants [C:1]([C:3]1[CH:8]=[CH:7][CH:6]=[CH:5][CH:4]=1)#[CH:2].[CH3:9][O:10][C:11]1[CH:16]=[CH:15][C:14](I)=[CH:13][CH:12]=1, predict the reaction product. The product is: [CH3:9][O:10][C:11]1[CH:16]=[CH:15][C:14]([C:2]#[C:1][C:3]2[CH:8]=[CH:7][CH:6]=[CH:5][CH:4]=2)=[CH:13][CH:12]=1. (3) Given the reactants [OH:1][C:2]1[CH:7]=[CH:6][NH:5][C:4](=[O:8])[CH:3]=1.CS(O[CH:14]1[CH2:19][CH2:18][N:17]([C:20]2[N:25]=[CH:24][C:23]([CH2:26][CH2:27][CH3:28])=[CH:22][N:21]=2)[CH2:16][CH2:15]1)(=O)=O.C(=O)([O-])[O-].[K+].[K+].CS(C)=O, predict the reaction product. The product is: [CH2:26]([C:23]1[CH:22]=[N:21][C:20]([N:17]2[CH2:18][CH2:19][CH:14]([O:1][C:2]3[CH:7]=[CH:6][NH:5][C:4](=[O:8])[CH:3]=3)[CH2:15][CH2:16]2)=[N:25][CH:24]=1)[CH2:27][CH3:28].